This data is from Full USPTO retrosynthesis dataset with 1.9M reactions from patents (1976-2016). The task is: Predict the reactants needed to synthesize the given product. (1) Given the product [F:20][C:21]1[CH:26]=[CH:25][C:24]([C:27]2[O:28][C:29]3[CH:39]=[C:38]([N:40]([CH3:45])[S:41]([CH3:44])(=[O:42])=[O:43])[C:37]([C:2]4[CH:3]=[CH:4][C:5]5[C:10](=[O:11])[NH:9][CH:8]([C:12]6[CH:17]=[CH:16][CH:15]=[C:14]([F:18])[CH:13]=6)[NH:7][C:6]=5[N:19]=4)=[CH:36][C:30]=3[C:31]=2[C:32]([NH:34][CH3:35])=[O:33])=[CH:23][CH:22]=1, predict the reactants needed to synthesize it. The reactants are: Cl[C:2]1[CH:3]=[CH:4][C:5]2[C:10](=[O:11])[NH:9][CH:8]([C:12]3[CH:17]=[CH:16][CH:15]=[C:14]([F:18])[CH:13]=3)[NH:7][C:6]=2[N:19]=1.[F:20][C:21]1[CH:26]=[CH:25][C:24]([C:27]2[O:28][C:29]3[CH:39]=[C:38]([N:40]([CH3:45])[S:41]([CH3:44])(=[O:43])=[O:42])[C:37](B4OC(C)(C)C(C)(C)O4)=[CH:36][C:30]=3[C:31]=2[C:32]([NH:34][CH3:35])=[O:33])=[CH:23][CH:22]=1.CC(C1C=C(C(C)C)C(C2C=CC=CC=2P(C2CCCCC2)C2CCCCC2)=C(C(C)C)C=1)C.CCOC(C)=O. (2) Given the product [N:8]1([C:4]2[N:3]=[C:2]([C:18]3[N:22]4[CH:23]=[CH:24][C:25]([C:27]([F:28])([F:29])[F:30])=[N:26][C:21]4=[N:20][CH:19]=3)[CH:7]=[CH:6][CH:5]=2)[CH:12]=[N:11][CH:10]=[N:9]1, predict the reactants needed to synthesize it. The reactants are: Br[C:2]1[CH:7]=[CH:6][CH:5]=[C:4]([N:8]2[CH:12]=[N:11][CH:10]=[N:9]2)[N:3]=1.C([Sn](CCCC)(CCCC)[C:18]1[N:22]2[CH:23]=[CH:24][C:25]([C:27]([F:30])([F:29])[F:28])=[N:26][C:21]2=[N:20][CH:19]=1)CCC. (3) Given the product [Cl:44][CH:45]([Cl:49])[C:46]([N:20]([CH2:21][CH2:22][C:23](=[O:36])[CH:24]([NH:28][C:29](=[O:35])[O:30][C:31]([CH3:34])([CH3:33])[CH3:32])[CH:25]([CH3:27])[CH3:26])[C:18]1[CH:17]=[CH:16][N:15]=[C:14]([C:12]2[O:11][N:10]=[C:9]([C:3]3[C:2]([Cl:1])=[CH:7][CH:6]=[CH:5][C:4]=3[Cl:8])[CH:13]=2)[CH:19]=1)=[O:47], predict the reactants needed to synthesize it. The reactants are: [Cl:1][C:2]1[CH:7]=[CH:6][CH:5]=[C:4]([Cl:8])[C:3]=1[C:9]1[CH:13]=[C:12]([C:14]2[CH:19]=[C:18]([NH:20][CH2:21][CH2:22][C:23](=[O:36])[CH:24]([NH:28][C:29](=[O:35])[O:30][C:31]([CH3:34])([CH3:33])[CH3:32])[CH:25]([CH3:27])[CH3:26])[CH:17]=[CH:16][N:15]=2)[O:11][N:10]=1.C(N(CC)CC)C.[Cl:44][CH:45]([Cl:49])[C:46](Cl)=[O:47]. (4) Given the product [C:40]([C:27]1[CH:28]=[N:29][C:30]2[C:35]([C:26]=1[C:22]1[CH:21]=[C:20]([NH:19][C:8](=[N:9][C:10]#[N:11])[O:12][C:13]3[CH:14]=[CH:15][CH:16]=[CH:17][CH:18]=3)[CH:25]=[CH:24][CH:23]=1)=[CH:34][CH:33]=[CH:32][C:31]=2[C:36]([F:39])([F:37])[F:38])(=[O:41])[C:42]1[CH:43]=[CH:44][CH:45]=[CH:46][CH:47]=1, predict the reactants needed to synthesize it. The reactants are: C1C=CC(O[C:8]([O:12][C:13]2[CH:18]=[CH:17][CH:16]=[CH:15][CH:14]=2)=[N:9][C:10]#[N:11])=CC=1.[NH2:19][C:20]1[CH:21]=[C:22]([C:26]2[C:35]3[C:30](=[C:31]([C:36]([F:39])([F:38])[F:37])[CH:32]=[CH:33][CH:34]=3)[N:29]=[CH:28][C:27]=2[C:40]([C:42]2[CH:47]=[CH:46][CH:45]=[CH:44][CH:43]=2)=[O:41])[CH:23]=[CH:24][CH:25]=1. (5) Given the product [C:1]([O-:4])(=[O:3])[CH3:2].[C:5]([O-:8])(=[O:7])[CH3:6].[C:9]([O-:12])(=[O:11])[CH3:10].[Br:18][C:19]1[CH:20]=[CH:21][C:22]([CH2:28][CH3:29])=[C:23]([Pb+3:17])[CH:24]=1, predict the reactants needed to synthesize it. The reactants are: [C:1]([O-:4])(=[O:3])[CH3:2].[C:5]([O-:8])(=[O:7])[CH3:6].[C:9]([O-:12])(=[O:11])[CH3:10].C([O-])(=O)C.[Pb+4:17].[Br:18][C:19]1[CH:20]=[CH:21][C:22]([CH2:28][CH3:29])=[C:23](B(O)O)[CH:24]=1.C(=O)([O-])[O-].[K+].[K+]. (6) Given the product [CH3:17][O:18][C:19]1[CH:24]=[CH:23][CH:22]=[CH:21][C:20]=1[O:25][CH2:2][C:3]1[CH:8]=[CH:7][C:6]([C:9]2[CH:13]=[C:12]([C:14]([NH2:16])=[O:15])[O:11][N:10]=2)=[CH:5][CH:4]=1, predict the reactants needed to synthesize it. The reactants are: Br[CH2:2][C:3]1[CH:8]=[CH:7][C:6]([C:9]2[CH:13]=[C:12]([C:14]([NH2:16])=[O:15])[O:11][N:10]=2)=[CH:5][CH:4]=1.[CH3:17][O:18][C:19]1[CH:24]=[CH:23][CH:22]=[CH:21][C:20]=1[OH:25].C([O-])([O-])=O.[K+].[K+].